From a dataset of Full USPTO retrosynthesis dataset with 1.9M reactions from patents (1976-2016). Predict the reactants needed to synthesize the given product. (1) Given the product [CH2:5]([O:12][C:13]1[CH:20]=[CH:19][C:16]([C:17]([OH:25])=[O:18])=[C:15]([CH:21]([CH3:23])[CH3:22])[CH:14]=1)[C:6]1[CH:7]=[CH:8][CH:9]=[CH:10][CH:11]=1, predict the reactants needed to synthesize it. The reactants are: Cl([O-])=O.[Na+].[CH2:5]([O:12][C:13]1[CH:20]=[CH:19][C:16]([CH:17]=[O:18])=[C:15]([CH:21]([CH3:23])[CH3:22])[CH:14]=1)[C:6]1[CH:11]=[CH:10][CH:9]=[CH:8][CH:7]=1.P([O-])(O)(O)=[O:25].[K+].CC(=CC)C. (2) Given the product [CH3:24][N:25]([C:30]1[CH:36]=[CH:35][C:33]([NH:34]/[C:13](=[C:6]2\[C:5](=[O:23])[NH:4][C:12]3[C:7]\2=[CH:8][CH:9]=[CH:10][CH:11]=3)/[C:14]2[CH:15]=[CH:16][CH:17]=[CH:18][CH:19]=2)=[CH:32][CH:31]=1)[S:26]([CH3:29])(=[O:27])=[O:28], predict the reactants needed to synthesize it. The reactants are: C([N:4]1[C:12]2[C:7](=[CH:8][CH:9]=[CH:10][CH:11]=2)[C:6](=[C:13](OCC)[C:14]2[CH:19]=[CH:18][CH:17]=[CH:16][CH:15]=2)[C:5]1=[O:23])(=O)C.[CH3:24][N:25]([C:30]1[CH:36]=[CH:35][C:33]([NH2:34])=[CH:32][CH:31]=1)[S:26]([CH3:29])(=[O:28])=[O:27].[OH-].[Na+].